Dataset: Full USPTO retrosynthesis dataset with 1.9M reactions from patents (1976-2016). Task: Predict the reactants needed to synthesize the given product. (1) Given the product [OH:8][C:7]1[CH:6]=[CH:5][C:4]([C@H:16]([CH2:22][CH2:23][CH3:24])[CH2:17][C:18]([O:20][CH3:21])=[O:19])=[CH:3][C:2]=1[CH3:1], predict the reactants needed to synthesize it. The reactants are: [CH3:1][C:2]1[CH:3]=[C:4]([C@H:16]([CH2:22][CH2:23][CH3:24])[CH2:17][C:18]([O:20][CH3:21])=[O:19])[CH:5]=[CH:6][C:7]=1[O:8]CC1C=CC=CC=1. (2) The reactants are: [OH:1][C:2]1[S:3][C:4]2[CH:10]=[CH:9][CH:8]=[CH:7][C:5]=2[N:6]=1.Br[CH2:12][CH2:13][CH2:14][CH2:15][Cl:16]. Given the product [Cl:16][CH2:15][CH2:14][CH2:13][CH2:12][O:1][C:2]1[S:3][C:4]2[CH:10]=[CH:9][CH:8]=[CH:7][C:5]=2[N:6]=1, predict the reactants needed to synthesize it. (3) Given the product [CH3:1][O:2][C:3](=[O:31])[NH:4][C@H:5]1[CH2:9][CH2:8][C@H:7]([N:10]2[C:21]3[C:13](=[CH:14][N:15]=[C:16]4[C:20]=3[CH:19]=[CH:18][NH:17]4)[N:12]=[N:11]2)[CH2:6]1, predict the reactants needed to synthesize it. The reactants are: [CH3:1][O:2][C:3](=[O:31])[NH:4][C@H:5]1[CH2:9][CH2:8][C@H:7]([N:10]2[C:21]3[C:13](=[CH:14][N:15]=[C:16]4[C:20]=3[CH:19]=[CH:18][N:17]4S(C3C=CC=CC=3)(=O)=O)[N:12]=[N:11]2)[CH2:6]1.[OH-].[Na+].Cl. (4) Given the product [CH2:33]([O:32][C:25]1[CH:24]=[C:23]2[C:28]([C:19]([CH:16]([CH3:18])[CH3:17])=[CH:20][C:21]([CH3:35])([CH3:36])[O:22]2)=[CH:27][C:26]=1/[C:29](/[CH3:30])=[C:6](/[F:7])\[C:4]([O:3][CH2:2][CH3:1])=[O:5])[CH3:34], predict the reactants needed to synthesize it. The reactants are: [CH3:1][CH2:2][O:3][C:4]([CH:6](P(OCC)(OCC)=O)[F:7])=[O:5].[CH:16]([C:19]1[C:28]2[C:23](=[CH:24][C:25]([O:32][CH2:33][CH3:34])=[C:26]([C:29](=O)[CH3:30])[CH:27]=2)[O:22][C:21]([CH3:36])([CH3:35])[CH:20]=1)([CH3:18])[CH3:17]. (5) Given the product [CH2:15]([N:22]1[CH2:27][CH2:26][CH:25]([NH:14][C:9]2[C:10]([CH3:13])=[N:11][O:12][C:8]=2[C:5]2[CH:4]=[CH:3][C:2]([Br:1])=[CH:7][CH:6]=2)[CH2:24][CH2:23]1)[C:16]1[CH:21]=[CH:20][CH:19]=[CH:18][CH:17]=1, predict the reactants needed to synthesize it. The reactants are: [Br:1][C:2]1[CH:7]=[CH:6][C:5]([C:8]2[O:12][N:11]=[C:10]([CH3:13])[C:9]=2[NH2:14])=[CH:4][CH:3]=1.[CH2:15]([N:22]1[CH2:27][CH2:26][C:25](=O)[CH2:24][CH2:23]1)[C:16]1[CH:21]=[CH:20][CH:19]=[CH:18][CH:17]=1.C(O)(=O)C.C([BH3-])#N.[Na+].